Dataset: Full USPTO retrosynthesis dataset with 1.9M reactions from patents (1976-2016). Task: Predict the reactants needed to synthesize the given product. (1) Given the product [O:37]=[C:31]1[C:30]2[CH:29]=[C:28]([C:21]3[CH:22]=[CH:23][CH:24]=[C:25]4[C:20]=3[N:19]=[C:18]([O:1][CH:2]3[CH2:3][CH2:4][N:5]([C:8]([O:10][C:11]([CH3:14])([CH3:13])[CH3:12])=[O:9])[CH2:6][CH2:7]3)[CH:27]=[CH:26]4)[NH:36][C:35]=2[CH2:34][CH2:33][NH:32]1, predict the reactants needed to synthesize it. The reactants are: [OH:1][CH:2]1[CH2:7][CH2:6][N:5]([C:8]([O:10][C:11]([CH3:14])([CH3:13])[CH3:12])=[O:9])[CH2:4][CH2:3]1.[H-].[Na+].Cl[C:18]1[CH:27]=[CH:26][C:25]2[C:20](=[C:21]([C:28]3[NH:36][C:35]4[CH2:34][CH2:33][NH:32][C:31](=[O:37])[C:30]=4[CH:29]=3)[CH:22]=[CH:23][CH:24]=2)[N:19]=1. (2) Given the product [CH3:7][O:8][C:9]1[CH:10]=[CH:11][C:12]([CH2:15][O:16][C:17]2[CH:22]=[CH:21][C:20]([CH2:23][CH2:24][C:25]([OH:33])=[O:26])=[CH:19][CH:18]=2)=[CH:13][CH:14]=1, predict the reactants needed to synthesize it. The reactants are: C(OCC)(=O)C.[CH3:7][O:8][C:9]1[CH:14]=[CH:13][C:12]([CH2:15][O:16][C:17]2[CH:22]=[CH:21][C:20]([CH:23]=[C:24]3C(=O)OC(C)(C)[O:26][C:25]3=[O:33])=[CH:19][CH:18]=2)=[CH:11][CH:10]=1.[BH4-].[Na+]. (3) Given the product [Cl:1][C:2]1[CH:9]=[CH:8][C:7]([Cl:10])=[CH:6][C:3]=1[CH2:4][N:18]1[C:26]2[C:21](=[CH:22][CH:23]=[C:24]([CH2:27][C:28]([OH:30])=[O:29])[CH:25]=2)[CH:20]=[CH:19]1.[CH2:11]([N:18]1[C:26]2[C:21](=[CH:22][CH:23]=[C:24]([CH2:27][C:28]([OH:30])=[O:29])[CH:25]=2)[CH:20]=[CH:19]1)[C:12]1[CH:13]=[CH:14][CH:15]=[CH:16][CH:17]=1, predict the reactants needed to synthesize it. The reactants are: [Cl:1][C:2]1[CH:9]=[CH:8][C:7]([Cl:10])=[CH:6][C:3]=1[CH2:4]Br.[CH2:11]([N:18]1[C:26]2[C:21](=[CH:22][CH:23]=[C:24]([CH2:27][C:28]([OH:30])=[O:29])[CH:25]=2)[CH:20]=[CH:19]1)[C:12]1[CH:17]=[CH:16][CH:15]=[CH:14][CH:13]=1. (4) Given the product [CH3:1][O:2][C:3]1[CH:27]=[CH:26][C:6]([CH2:7][N:8]2[C:17]3[C:12](=[CH:13][C:14]([CH2:18][CH2:19][C:20]([OH:22])=[O:21])=[CH:15][CH:16]=3)[CH2:11][CH2:10][C:9]2=[O:25])=[CH:5][CH:4]=1, predict the reactants needed to synthesize it. The reactants are: [CH3:1][O:2][C:3]1[CH:27]=[CH:26][C:6]([CH2:7][N:8]2[C:17]3[C:12](=[CH:13][C:14]([CH2:18][CH2:19][C:20]([O:22]CC)=[O:21])=[CH:15][CH:16]=3)[CH2:11][CH2:10][C:9]2=[O:25])=[CH:5][CH:4]=1.C1COCC1.CO.[Li+].[OH-]. (5) Given the product [C:1]1([CH3:12])[CH:6]=[CH:5][CH:4]=[CH:3][C:2]=1[C:7]1([CH2:10][NH:11][C:27]([C:22]2[C:21]([CH3:20])=[CH:26][CH:25]=[CH:24][N:23]=2)=[O:28])[CH2:8][CH2:9]1, predict the reactants needed to synthesize it. The reactants are: [C:1]1([CH3:12])[CH:6]=[CH:5][CH:4]=[CH:3][C:2]=1[C:7]1([CH2:10][NH2:11])[CH2:9][CH2:8]1.C(N(CC)CC)C.[CH3:20][C:21]1[C:22]([C:27](Cl)=[O:28])=[N:23][CH:24]=[CH:25][CH:26]=1.O. (6) Given the product [NH2:1][C:4]1[CH:5]=[C:6]([NH:17][C:18]2[C:27]3[C:22](=[CH:23][CH:24]=[CH:25][CH:26]=3)[N:21]=[C:20]([C:28]([O:30][CH2:31][CH3:32])=[O:29])[N:19]=2)[CH:7]=[C:8]([O:10][C:11]2[CH:12]=[CH:13][CH:14]=[CH:15][CH:16]=2)[CH:9]=1, predict the reactants needed to synthesize it. The reactants are: [N+:1]([C:4]1[CH:5]=[C:6]([NH:17][C:18]2[C:27]3[C:22](=[CH:23][CH:24]=[CH:25][CH:26]=3)[N:21]=[C:20]([C:28]([O:30][CH2:31][CH3:32])=[O:29])[N:19]=2)[CH:7]=[C:8]([O:10][C:11]2[CH:16]=[CH:15][CH:14]=[CH:13][CH:12]=2)[CH:9]=1)([O-])=O.